This data is from Full USPTO retrosynthesis dataset with 1.9M reactions from patents (1976-2016). The task is: Predict the reactants needed to synthesize the given product. (1) Given the product [CH2:1]([O:8][C:9]1[CH:16]=[CH:15][C:12]([C:13]#[N:14])=[CH:11][C:10]=1[CH2:17][OH:18])[C:2]1[CH:3]=[CH:4][CH:5]=[CH:6][CH:7]=1, predict the reactants needed to synthesize it. The reactants are: [CH2:1]([O:8][C:9]1[CH:16]=[CH:15][C:12]([C:13]#[N:14])=[CH:11][C:10]=1[CH:17]=[O:18])[C:2]1[CH:7]=[CH:6][CH:5]=[CH:4][CH:3]=1.[BH4-].[Na+]. (2) Given the product [C@H:41]12[CH2:47][C@H:44]([NH:45][CH2:46]1)[CH2:43][N:42]2[C:48]([C:22]1[C:16]2[N:15]=[C:14]([CH2:13][N:2]([CH3:1])[CH:3]3[C:12]4[N:11]=[CH:10][CH:9]=[CH:8][C:7]=4[CH2:6][CH2:5][CH2:4]3)[NH:18][C:17]=2[CH:19]=[CH:20][CH:21]=1)=[O:49], predict the reactants needed to synthesize it. The reactants are: [CH3:1][N:2]([CH2:13][C:14]1[NH:18][C:17]2[CH:19]=[CH:20][CH:21]=[C:22](C(O)=O)[C:16]=2[N:15]=1)[CH:3]1[C:12]2[N:11]=[CH:10][CH:9]=[CH:8][C:7]=2[CH2:6][CH2:5][CH2:4]1.O=C1N(P(Cl)(N2CCOC2=O)=O)CCO1.[C@H:41]12[CH2:47][C@H:44]([NH:45][CH2:46]1)[CH2:43][N:42]2[C:48](OC(C)(C)C)=[O:49].C(N(CC)C(C)C)(C)C. (3) Given the product [C:4]([O:6][CH2:7][CH2:8][NH:9][C:13]([NH2:12])=[O:18])(=[O:5])[C:2]([CH3:1])=[CH2:3], predict the reactants needed to synthesize it. The reactants are: [CH3:1][C:2]([C:4]([O:6][CH2:7][CH2:8][N:9]1[CH:13]=[N:12]C=C1)=[O:5])=[CH2:3].C(OCCN1CCCC1=O)(=[O:18])C(C)=C. (4) Given the product [OH:34][C:21]1[C:20](=[O:19])[N:9]([C:10]2[N:11]=[N:12][C:13]([CH3:16])=[CH:14][CH:15]=2)[CH:7]([C:5]2[S:6][C:2]([CH3:1])=[CH:3][N:4]=2)[C:22]=1[C:23](=[O:24])[C:25]1[CH:30]=[CH:29][C:28]([CH:31]([CH3:33])[CH3:32])=[CH:27][CH:26]=1, predict the reactants needed to synthesize it. The reactants are: [CH3:1][C:2]1[S:6][C:5]([CH:7]=O)=[N:4][CH:3]=1.[NH2:9][C:10]1[N:11]=[N:12][C:13]([CH3:16])=[CH:14][CH:15]=1.C([O:19][C:20](=O)[C:21]([OH:34])=[CH:22][C:23]([C:25]1[CH:30]=[CH:29][C:28]([CH:31]([CH3:33])[CH3:32])=[CH:27][CH:26]=1)=[O:24])C.